Dataset: Forward reaction prediction with 1.9M reactions from USPTO patents (1976-2016). Task: Predict the product of the given reaction. The product is: [CH2:15]([N:12]1[CH2:13][CH2:14][N:9]([C:6]2[N:7]=[CH:8][C:3]([CH2:2][S:24][C:22]3[N:21]=[C:20]([OH:25])[CH:19]=[C:18]([CH3:17])[N:23]=3)=[CH:4][CH:5]=2)[CH2:10][CH2:11]1)[CH3:16]. Given the reactants Br[CH2:2][C:3]1[CH:4]=[CH:5][C:6]([N:9]2[CH2:14][CH2:13][N:12]([CH2:15][CH3:16])[CH2:11][CH2:10]2)=[N:7][CH:8]=1.[CH3:17][C:18]1[N:23]=[C:22]([SH:24])[N:21]=[C:20]([OH:25])[CH:19]=1.C(N(CC)CC)C.ClCCl, predict the reaction product.